Dataset: Peptide-MHC class I binding affinity with 185,985 pairs from IEDB/IMGT. Task: Regression. Given a peptide amino acid sequence and an MHC pseudo amino acid sequence, predict their binding affinity value. This is MHC class I binding data. (1) The peptide sequence is REIGDISYL. The MHC is HLA-B15:09 with pseudo-sequence HLA-B15:09. The binding affinity (normalized) is 0.297. (2) The peptide sequence is MHCDFAFWV. The MHC is HLA-A24:03 with pseudo-sequence HLA-A24:03. The binding affinity (normalized) is 0.0847.